From a dataset of Reaction yield outcomes from USPTO patents with 853,638 reactions. Predict the reaction yield, written as a fraction of the theoretical maximum amount of product (1.0 means a 100% yield; for example, 0.34 means a 34% yield). (1) The reactants are [H-].[Na+].C(OP([CH2:11][C:12]([O:14][CH2:15][CH3:16])=[O:13])(OCC)=O)C.[Br:17][C:18]1[CH:19]=[C:20]([C:25]([C:27]2[O:28][CH:29]=[CH:30][N:31]=2)=O)[CH:21]=[C:22]([F:24])[CH:23]=1.Cl. The catalyst is C1COCC1.O. The product is [CH2:15]([O:14][C:12](=[O:13])/[CH:11]=[C:25](/[C:20]1[CH:21]=[C:22]([F:24])[CH:23]=[C:18]([Br:17])[CH:19]=1)\[C:27]1[O:28][CH:29]=[CH:30][N:31]=1)[CH3:16]. The yield is 0.610. (2) The reactants are C([O-])([O-])=O.[Cs+].[Cs+].[OH:7][C:8]1[C:16]2[CH:15]=[CH:14][S:13][C:12]=2[CH:11]=[C:10]([C:17]([O:19]CC)=O)[CH:9]=1.[F:22][C:23]1[CH:33]=[C:32](F)[CH:31]=[CH:30][C:24]=1[C:25]([N:27]([CH3:29])[CH3:28])=[O:26].[CH3:35][N:36]1[CH:40]=[CH:39][C:38]([NH2:41])=[N:37]1.CN(C(ON1N=NC2C=CC=NC1=2)=[N+](C)C)C.F[P-](F)(F)(F)(F)F. The catalyst is CN(C=O)C. The yield is 0.380. The product is [CH3:28][N:27]([CH3:29])[C:25]([C:24]1[CH:30]=[CH:31][C:32]([O:7][C:8]2[C:16]3[CH:15]=[CH:14][S:13][C:12]=3[CH:11]=[C:10]([C:17]([NH:41][C:38]3[CH:39]=[CH:40][N:36]([CH3:35])[N:37]=3)=[O:19])[CH:9]=2)=[CH:33][C:23]=1[F:22])=[O:26]. (3) The reactants are [CH:1]([N:3]1[CH2:8][CH2:7][N:6]([CH2:9][CH2:10]O)[CH2:5][CH2:4]1)=[O:2].[N:12]1[C:16]2[CH:17]=[CH:18][CH:19]=[CH:20][C:15]=2[NH:14][C:13]=1[S:21][S:21][C:13]1[NH:12][C:16]2[CH:17]=[CH:18][CH:19]=[CH:20][C:15]=2[N:14]=1.C(P(CCCC)CCCC)CCC. The catalyst is N1C=CC=CC=1. The product is [CH:1]([N:3]1[CH2:8][CH2:7][N:6]([CH2:9][CH2:10][S:21][C:13]2[NH:12][C:16]3[CH:17]=[CH:18][CH:19]=[CH:20][C:15]=3[N:14]=2)[CH2:5][CH2:4]1)=[O:2]. The yield is 0.570. (4) The reactants are [CH:1]1([C:4]([OH:6])=O)[CH2:3][CH2:2]1.CN(C(ON1N=NC2C1=CC=CC=2)=[N+](C)C)C.F[P-](F)(F)(F)(F)F.FC(F)(F)C([N:35]1[CH2:41][C@H:40]2[CH2:42][C@H:37]([CH2:38][NH:39]2)[CH2:36]1)=O.[Cl-].[NH4+]. The catalyst is ClCCl. The product is [CH:1]1([C:4]([N:39]2[CH2:38][C@H:37]3[CH2:42][C@@H:40]2[CH2:41][NH:35][CH2:36]3)=[O:6])[CH2:3][CH2:2]1. The yield is 0.350. (5) The reactants are [NH2:1][C:2]1[CH:3]=[C:4]([CH:8]=[CH:9][C:10]=1[CH3:11])[C:5]([OH:7])=O.[NH:12]1[CH2:18][CH2:17][CH2:16][CH:15]([C:19]2[CH:26]=[CH:25][C:22]([C:23]#[N:24])=[CH:21][CH:20]=2)[CH2:14][CH2:13]1.OC1C2N=NNC=2C=CC=1.C(N=C=NCCCN(C)C)C.C(N(CC)C(C)C)(C)C. The catalyst is C(OCC)(=O)C.CN(C=O)C. The product is [NH2:1][C:2]1[CH:3]=[C:4]([CH:8]=[CH:9][C:10]=1[CH3:11])[C:5]([N:12]1[CH2:18][CH2:17][CH2:16][CH:15]([C:19]2[CH:20]=[CH:21][C:22]([C:23]#[N:24])=[CH:25][CH:26]=2)[CH2:14][CH2:13]1)=[O:7]. The yield is 0.740. (6) The reactants are [NH2:1][C:2]1[CH:32]=[C:31]([F:33])[CH:30]=[CH:29][C:3]=1[CH2:4][NH:5][C:6]([C:8]1[N:9]=[C:10]2[N:15]([C:16](=[O:26])[C:17]=1[O:18][CH2:19][C:20]1[CH:25]=[CH:24][CH:23]=[CH:22][CH:21]=1)[CH2:14][CH2:13][O:12][C:11]2([CH3:28])[CH3:27])=[O:7].[C:34](Cl)(=[O:36])[CH3:35].C(N(C(C)C)CC)(C)C.C([O-])(O)=O.[Na+]. The catalyst is O1CCCC1. The product is [C:34]([NH:1][C:2]1[CH:32]=[C:31]([F:33])[CH:30]=[CH:29][C:3]=1[CH2:4][NH:5][C:6]([C:8]1[N:9]=[C:10]2[N:15]([C:16](=[O:26])[C:17]=1[O:18][CH2:19][C:20]1[CH:25]=[CH:24][CH:23]=[CH:22][CH:21]=1)[CH2:14][CH2:13][O:12][C:11]2([CH3:28])[CH3:27])=[O:7])(=[O:36])[CH3:35]. The yield is 0.690. (7) The reactants are [CH:1]1([C:6](=O)[CH2:7][C:8]#[N:9])[CH2:5][CH2:4][CH2:3][CH2:2]1.O.[NH2:12][NH2:13]. The catalyst is C(O)C. The product is [CH:1]1([C:6]2[CH:7]=[C:8]([NH2:9])[NH:12][N:13]=2)[CH2:5][CH2:4][CH2:3][CH2:2]1. The yield is 0.460. (8) The reactants are C[O:2][C:3]([C:5]1([NH2:11])[CH2:10][CH2:9][CH2:8][CH2:7][CH2:6]1)=[O:4].[C:12](OC(OC(C)(C)C)=O)(OC(C)(C)C)=[O:13].C(N(CC)CC)C.[S:34]1[CH2:38][CH2:37][NH:36][CH2:35]1. The catalyst is C(Cl)Cl. The product is [S:34]1[CH2:38][CH2:37][N:36]([C:12]([NH:11][C:5]2([C:3]([OH:2])=[O:4])[CH2:10][CH2:9][CH2:8][CH2:7][CH2:6]2)=[O:13])[CH2:35]1. The yield is 0.660. (9) The reactants are C[Si](C)(C)N[Si](C)(C)C.[Li].[CH2:11]([N:18]1[C:23](=[O:24])[C:22]([CH3:25])=[C:21]2[S:26][CH:27]=[CH:28][N:20]2[C:19]1=[O:29])[C:12]1[CH:17]=[CH:16][CH:15]=[CH:14][CH:13]=1.[CH2:30]([N:37]=[C:38]=[O:39])[C:31]1[CH:36]=[CH:35][CH:34]=[CH:33][CH:32]=1.[Cl-].[NH4+]. The catalyst is O1CCCC1.CCOC(C)=O.O. The product is [CH2:30]([NH:37][C:38]([C:27]1[S:26][C:21]2[N:20]([C:19](=[O:29])[N:18]([CH2:11][C:12]3[CH:13]=[CH:14][CH:15]=[CH:16][CH:17]=3)[C:23](=[O:24])[C:22]=2[CH3:25])[CH:28]=1)=[O:39])[C:31]1[CH:36]=[CH:35][CH:34]=[CH:33][CH:32]=1. The yield is 0.340.